The task is: Predict the reaction yield, written as a fraction of the theoretical maximum amount of product (1.0 means a 100% yield; for example, 0.34 means a 34% yield).. This data is from Reaction yield outcomes from USPTO patents with 853,638 reactions. (1) The reactants are [S-:1][C:2]#[N:3].[K+].[NH2:5][C:6]1[CH:25]=[CH:24][C:9]([O:10][C:11]2[CH:12]=[C:13]([NH:17][C:18](=[O:23])[C:19]([F:22])([F:21])[F:20])[CH:14]=[CH:15][CH:16]=2)=[CH:8][CH:7]=1.BrBr. The catalyst is C(O)(=O)C. The product is [NH2:3][C:2]1[S:1][C:25]2[CH:24]=[C:9]([O:10][C:11]3[CH:12]=[C:13]([NH:17][C:18](=[O:23])[C:19]([F:21])([F:22])[F:20])[CH:14]=[CH:15][CH:16]=3)[CH:8]=[CH:7][C:6]=2[N:5]=1. The yield is 0.660. (2) The reactants are [CH3:1][CH:2]([C:21]1[CH:22]=[C:23]([CH:25]=[CH:26][CH:27]=1)[NH2:24])[CH2:3][N:4]1[CH2:9][CH2:8][N:7]([C:10]2[CH:19]=[CH:18][CH:17]=[C:16]3[C:11]=2[CH:12]=[CH:13][C:14]([CH3:20])=[N:15]3)[CH2:6][CH2:5]1.[CH3:28][C:29]1[S:30][C:31]([C:35](O)=[O:36])=[C:32]([CH3:34])[N:33]=1. No catalyst specified. The product is [CH3:28][C:29]1[S:30][C:31]([C:35]([NH:24][C:23]2[CH:25]=[CH:26][CH:27]=[C:21]([CH:2]([CH3:1])[CH2:3][N:4]3[CH2:5][CH2:6][N:7]([C:10]4[CH:19]=[CH:18][CH:17]=[C:16]5[C:11]=4[CH:12]=[CH:13][C:14]([CH3:20])=[N:15]5)[CH2:8][CH2:9]3)[CH:22]=2)=[O:36])=[C:32]([CH3:34])[N:33]=1. The yield is 0.870. (3) The reactants are Br[C:2]1[CH:7]=[CH:6][C:5]([CH2:8][CH2:9][CH2:10][C:11]2[CH:16]=[CH:15][CH:14]=[CH:13][CH:12]=2)=[CH:4][CH:3]=1.C1(CC2C=C(C=CC=2)[CH:27]=[O:28])C=CC=CC=1.[Li]CCCC.CN(C=O)C. The catalyst is C1COCC1. The product is [C:11]1([CH2:10][CH2:9][CH2:8][C:5]2[CH:6]=[CH:7][C:2]([CH:27]=[O:28])=[CH:3][CH:4]=2)[CH:16]=[CH:15][CH:14]=[CH:13][CH:12]=1. The yield is 1.00. (4) The reactants are Br[C:2]1[S:10][C:9]2[C:8](=[O:11])[NH:7][C:6]([CH3:13])([CH3:12])[NH:5][C:4]=2[CH:3]=1.[CH3:14][S:15]([C:18]1[N:23]=[C:22]([Sn](CCCC)(CCCC)CCCC)[CH:21]=[CH:20][N:19]=1)(=[O:17])=[O:16]. The catalyst is O1CCOCC1.C1C=CC([P]([Pd]([P](C2C=CC=CC=2)(C2C=CC=CC=2)C2C=CC=CC=2)([P](C2C=CC=CC=2)(C2C=CC=CC=2)C2C=CC=CC=2)[P](C2C=CC=CC=2)(C2C=CC=CC=2)C2C=CC=CC=2)(C2C=CC=CC=2)C2C=CC=CC=2)=CC=1. The product is [CH3:12][C:6]1([CH3:13])[NH:5][C:4]2[CH:3]=[C:2]([C:20]3[CH:21]=[CH:22][N:23]=[C:18]([S:15]([CH3:14])(=[O:17])=[O:16])[N:19]=3)[S:10][C:9]=2[C:8](=[O:11])[NH:7]1. The yield is 0.560. (5) The reactants are [F:1][C:2]([F:15])([F:14])[C:3]1[C:11]([C:12]#[N:13])=[CH:10][CH:9]=[C:8]2[C:4]=1[CH:5]=[CH:6][NH:7]2.C1C(=O)N([Cl:23])C(=O)C1. The catalyst is CN(C=O)C. The product is [Cl:23][C:5]1[C:4]2[C:8](=[CH:9][CH:10]=[C:11]([C:12]#[N:13])[C:3]=2[C:2]([F:14])([F:1])[F:15])[NH:7][CH:6]=1. The yield is 0.820. (6) The reactants are Br[C:2]1[CH:3]=[C:4]([CH:8]=[C:9]([C:11]#[N:12])[CH:10]=1)[C:5]([OH:7])=[O:6].[F:13][C:14]1[CH:15]=[C:16](B(O)O)[CH:17]=[CH:18][CH:19]=1.C([O-])([O-])=O.[K+].[K+].Cl. The catalyst is CN(C=O)C.C1C=CC([P]([Pd]([P](C2C=CC=CC=2)(C2C=CC=CC=2)C2C=CC=CC=2)([P](C2C=CC=CC=2)(C2C=CC=CC=2)C2C=CC=CC=2)[P](C2C=CC=CC=2)(C2C=CC=CC=2)C2C=CC=CC=2)(C2C=CC=CC=2)C2C=CC=CC=2)=CC=1.CCOC(C)=O.O. The product is [C:11]([C:9]1[CH:8]=[C:4]([CH:3]=[C:2]([C:18]2[CH:17]=[CH:16][CH:15]=[C:14]([F:13])[CH:19]=2)[CH:10]=1)[C:5]([OH:7])=[O:6])#[N:12]. The yield is 0.560. (7) The reactants are Br[C@H:2]([CH:6]([CH3:8])[CH3:7])[C:3]([OH:5])=[O:4].[C:9]([O-:17])(=[S:16])[C:10]1[CH:15]=[CH:14][CH:13]=[CH:12][CH:11]=1.[Cs+]. The catalyst is CN(C=O)C.CCOCC. The product is [C:9]([S:16][C@@H:2]([CH:6]([CH3:8])[CH3:7])[C:3]([OH:5])=[O:4])(=[O:17])[C:10]1[CH:15]=[CH:14][CH:13]=[CH:12][CH:11]=1. The yield is 0.720.